Dataset: Catalyst prediction with 721,799 reactions and 888 catalyst types from USPTO. Task: Predict which catalyst facilitates the given reaction. (1) Reactant: Cl[C:2]1[N:7]=[CH:6][C:5]([S:8]([N:11]2[CH2:16][C:15](=[O:17])[N:14]([C:18]3[CH:22]=[C:21]([C:23]4[CH:28]=[CH:27][CH:26]=[CH:25][CH:24]=4)[S:20][C:19]=3[C:29]([OH:31])=[O:30])[C@H:13]([CH:32]3[CH2:37][CH2:36][CH2:35][CH2:34][CH2:33]3)[CH2:12]2)(=[O:10])=[O:9])=[CH:4][CH:3]=1.[NH:38]1[CH2:42][CH2:41][CH2:40][CH2:39]1.CCN(CC)CC. Product: [CH:32]1([C@@H:13]2[CH2:12][N:11]([S:8]([C:5]3[CH:6]=[N:7][C:2]([N:38]4[CH2:42][CH2:41][CH2:40][CH2:39]4)=[CH:3][CH:4]=3)(=[O:10])=[O:9])[CH2:16][C:15](=[O:17])[N:14]2[C:18]2[CH:22]=[C:21]([C:23]3[CH:28]=[CH:27][CH:26]=[CH:25][CH:24]=3)[S:20][C:19]=2[C:29]([OH:31])=[O:30])[CH2:37][CH2:36][CH2:35][CH2:34][CH2:33]1. The catalyst class is: 3. (2) Reactant: [Cl:1][C:2]1[CH:8]=[C:7]([O:9][C:10]2[C:11]3[N:18]([CH3:19])[C:17]([C:20]4[O:21][CH:22]=[CH:23][CH:24]=4)=[CH:16][C:12]=3[N:13]=[CH:14][N:15]=2)[CH:6]=[CH:5][C:3]=1[NH2:4].C(N(CC)CC)C.[F:32][C:33]([F:44])([F:43])[C:34]1[CH:35]=[C:36]([N:40]=[C:41]=[O:42])[CH:37]=[CH:38][CH:39]=1. Product: [Cl:1][C:2]1[CH:8]=[C:7]([O:9][C:10]2[C:11]3[N:18]([CH3:19])[C:17]([C:20]4[O:21][CH:22]=[CH:23][CH:24]=4)=[CH:16][C:12]=3[N:13]=[CH:14][N:15]=2)[CH:6]=[CH:5][C:3]=1[NH:4][C:41]([NH:40][C:36]1[CH:37]=[CH:38][CH:39]=[C:34]([C:33]([F:32])([F:43])[F:44])[CH:35]=1)=[O:42]. The catalyst class is: 7. (3) Reactant: [CH3:1][C:2]1[C:7]([Cl:8])=[CH:6][C:5]([C:9](=[O:12])[CH2:10][CH3:11])=[C:4]([OH:13])[CH:3]=1.CN(C1C=CC=CN=1)C.C(N(CC)CC)C.[F:30][C:31]([F:44])([F:43])[S:32](O[S:32]([C:31]([F:44])([F:43])[F:30])(=[O:34])=[O:33])(=[O:34])=[O:33]. Product: [F:30][C:31]([F:44])([F:43])[S:32]([O:13][C:4]1[CH:3]=[C:2]([CH3:1])[C:7]([Cl:8])=[CH:6][C:5]=1[C:9](=[O:12])[CH2:10][CH3:11])(=[O:34])=[O:33]. The catalyst class is: 781. (4) Reactant: [Si:1]([O:18][C@H:19]1[C:28]2[C:23](=[CH:24][C:25]([F:29])=[CH:26][CH:27]=2)[C@H:22]([NH:30][C:31]2[C:36]([NH2:37])=[CH:35][N:34]=[C:33]([N:38]3[C:42]4[CH:43]=[C:44]([F:47])[CH:45]=[CH:46][C:41]=4[N:40]=[CH:39]3)[N:32]=2)[CH2:21][CH2:20]1)([C:14]([CH3:17])([CH3:16])[CH3:15])([C:8]1[CH:13]=[CH:12][CH:11]=[CH:10][CH:9]=1)[C:2]1[CH:7]=[CH:6][CH:5]=[CH:4][CH:3]=1.C1N=CN([C:53](N2C=NC=C2)=[O:54])C=1. Product: [Si:1]([O:18][C@H:19]1[C:28]2[C:23](=[CH:24][C:25]([F:29])=[CH:26][CH:27]=2)[C@H:22]([N:30]2[C:53](=[O:54])[NH:37][C:36]3[C:31]2=[N:32][C:33]([N:38]2[C:42]4[CH:43]=[C:44]([F:47])[CH:45]=[CH:46][C:41]=4[N:40]=[CH:39]2)=[N:34][CH:35]=3)[CH2:21][CH2:20]1)([C:14]([CH3:16])([CH3:15])[CH3:17])([C:2]1[CH:3]=[CH:4][CH:5]=[CH:6][CH:7]=1)[C:8]1[CH:9]=[CH:10][CH:11]=[CH:12][CH:13]=1. The catalyst class is: 1. (5) Reactant: [H-].[Na+].[CH3:3][S:4][C:5]1[CH:10]=[CH:9][C:8]([SH:11])=[CH:7][CH:6]=1.[C:12]([C:14]1([CH2:27][CH2:28]OS(C)(=O)=O)[CH2:19][CH2:18][N:17]([C:20]([O:22][C:23]([CH3:26])([CH3:25])[CH3:24])=[O:21])[CH2:16][CH2:15]1)#[N:13]. Product: [C:12]([C:14]1([CH2:27][CH2:28][S:11][C:8]2[CH:9]=[CH:10][C:5]([S:4][CH3:3])=[CH:6][CH:7]=2)[CH2:15][CH2:16][N:17]([C:20]([O:22][C:23]([CH3:24])([CH3:25])[CH3:26])=[O:21])[CH2:18][CH2:19]1)#[N:13]. The catalyst class is: 9. (6) Reactant: F[C:2]1[CH:7]=[CH:6][C:5]([N+:8]([O-:10])=[O:9])=[CH:4][CH:3]=1.C([O-])([O-])=O.[K+].[K+].[C:17]([C:25]1[CH:30]=[CH:29][C:28]([OH:31])=[CH:27][CH:26]=1)([CH2:20][C:21]([CH3:24])([CH3:23])[CH3:22])([CH3:19])[CH3:18]. Product: [CH3:19][C:17]([C:25]1[CH:26]=[CH:27][C:28]([O:31][C:2]2[CH:7]=[CH:6][C:5]([N+:8]([O-:10])=[O:9])=[CH:4][CH:3]=2)=[CH:29][CH:30]=1)([CH3:18])[CH2:20][C:21]([CH3:22])([CH3:23])[CH3:24]. The catalyst class is: 35. (7) The catalyst class is: 2. Reactant: [F:1][C:2]1[CH:3]=[N:4][C:5]([N:8]2[CH2:13][CH2:12][CH:11]([O:14][C:15]3[S:16][C:17]4[CH:23]=[C:22]([C:24]5[CH2:25][CH2:26][NH:27][CH2:28][CH:29]=5)[CH:21]=[CH:20][C:18]=4[N:19]=3)[CH2:10][CH2:9]2)=[N:6][CH:7]=1.C(N(CC)CC)C.[CH3:37][N:38]([CH3:43])[S:39](Cl)(=[O:41])=[O:40]. Product: [F:1][C:2]1[CH:7]=[N:6][C:5]([N:8]2[CH2:13][CH2:12][CH:11]([O:14][C:15]3[S:16][C:17]4[CH:23]=[C:22]([C:24]5[CH2:25][CH2:26][N:27]([S:39]([N:38]([CH3:43])[CH3:37])(=[O:41])=[O:40])[CH2:28][CH:29]=5)[CH:21]=[CH:20][C:18]=4[N:19]=3)[CH2:10][CH2:9]2)=[N:4][CH:3]=1.